This data is from Reaction yield outcomes from USPTO patents with 853,638 reactions. The task is: Predict the reaction yield, written as a fraction of the theoretical maximum amount of product (1.0 means a 100% yield; for example, 0.34 means a 34% yield). (1) The reactants are [H-].[Na+].[O:3]=[C:4]1[C:13]2[C:8](=[CH:9][CH:10]=[C:11]([C:14]([O:16][CH3:17])=[O:15])[CH:12]=2)[CH:7]=[CH:6][NH:5]1.[Br:18][CH2:19][CH2:20]Br. The catalyst is CN(C=O)C. The product is [Br:18][CH2:19][CH2:20][N:5]1[CH:6]=[CH:7][C:8]2[C:13](=[CH:12][C:11]([C:14]([O:16][CH3:17])=[O:15])=[CH:10][CH:9]=2)[C:4]1=[O:3]. The yield is 0.380. (2) The reactants are C[O:2][C:3]([C:5]1[CH:6]=[CH:7][C:8]2[O:17][CH2:16][CH2:15][C:14]3[N:10]([N:11]=[C:12]([C:18]4[N:19]([CH2:23][C:24]([F:27])([F:26])[F:25])[N:20]=[CH:21][N:22]=4)[CH:13]=3)[C:9]=2[CH:28]=1)=O.CC(C[AlH]CC(C)C)C.C(C(C(C([O-])=O)O)O)([O-])=O.[K+].[Na+]. The catalyst is C1COCC1.CO. The product is [F:26][C:24]([F:25])([F:27])[CH2:23][N:19]1[C:18]([C:12]2[CH:13]=[C:14]3[N:10]([N:11]=2)[C:9]2[CH:28]=[C:5]([CH2:3][OH:2])[CH:6]=[CH:7][C:8]=2[O:17][CH2:16][CH2:15]3)=[N:22][CH:21]=[N:20]1. The yield is 1.00. (3) The reactants are [F:1][C:2]1[CH:3]=[C:4]([CH:14]=[CH:15][CH:16]=1)[CH2:5][C:6]1[O:10][N:9]=[C:8]([C:11]([OH:13])=O)[CH:7]=1.[F:17][C:18]1[CH:26]=[C:25]2[C:21]([C:22]([CH2:27][CH2:28][NH2:29])=[CH:23][NH:24]2)=[CH:20][CH:19]=1.CN(C(ON1N=NC2C=CC=NC1=2)=[N+](C)C)C.F[P-](F)(F)(F)(F)F.C(N(CC)C(C)C)(C)C. The catalyst is CN(C=O)C. The product is [F:17][C:18]1[CH:26]=[C:25]2[C:21]([C:22]([CH2:27][CH2:28][NH:29][C:11]([C:8]3[CH:7]=[C:6]([CH2:5][C:4]4[CH:14]=[CH:15][CH:16]=[C:2]([F:1])[CH:3]=4)[O:10][N:9]=3)=[O:13])=[CH:23][NH:24]2)=[CH:20][CH:19]=1. The yield is 0.410. (4) The reactants are S(C)C.[N+:4]([C:7]1[CH:8]=[CH:9][C:10]2[O:15][CH2:14][C:13](=O)[NH:12][C:11]=2[CH:17]=1)([O-:6])=[O:5]. The catalyst is C1COCC1. The product is [N+:4]([C:7]1[CH:8]=[CH:9][C:10]2[O:15][CH2:14][CH2:13][NH:12][C:11]=2[CH:17]=1)([O-:6])=[O:5]. The yield is 0.890. (5) The reactants are [CH3:1][C@H:2]1[CH2:6][CH2:5][C@@H:4]([C:7]2[NH:8][CH:9]=[C:10]([C:12]3[CH:17]=[CH:16][C:15]([C:18]4[CH:23]=[CH:22][C:21](B5OC(C)(C)C(C)(C)O5)=[CH:20][CH:19]=4)=[CH:14][CH:13]=3)[N:11]=2)[N:3]1[C:33]([O:35][C:36]([CH3:39])([CH3:38])[CH3:37])=[O:34].I[C:41]1[CH:66]=[CH:65][C:44]2[NH:45][C:46]([C@@H:48]3[CH2:52][CH2:51][C@H:50]([CH3:53])[N:49]3[C:54]([C@@H:56]([NH:60]C(=O)OC)[CH:57]([CH3:59])[CH3:58])=[O:55])=[N:47][C:43]=2[CH:42]=1.[CH2:67](Cl)Cl.[C:70]([O-:73])([OH:72])=O.[Na+]. The catalyst is CC(O)C. The product is [CH3:67][O:72][C:70]([NH:60][CH:56]([CH:57]([CH3:58])[CH3:59])[C:54]([N:49]1[C@@H:50]([CH3:53])[CH2:51][CH2:52][C@H:48]1[C:46]1[NH:47][C:43]2[CH:42]=[CH:41][C:66]([C:21]3[CH:20]=[CH:19][C:18]([C:15]4[CH:14]=[CH:13][C:12]([C:10]5[N:11]=[C:7]([C@@H:4]6[CH2:5][CH2:6][C@H:2]([CH3:1])[N:3]6[C:33]([O:35][C:36]([CH3:39])([CH3:37])[CH3:38])=[O:34])[NH:8][CH:9]=5)=[CH:17][CH:16]=4)=[CH:23][CH:22]=3)=[CH:65][C:44]=2[N:45]=1)=[O:55])=[O:73]. The yield is 0.375. (6) The reactants are Cl[C:2]1[C:3]2[CH:24]=[CH:23][C:22](C)=[CH:21][C:4]=2[S:5][C:6]=1[C:7]([NH:9][C@H:10]([CH2:14][C:15]1[CH:20]=[CH:19][CH:18]=[CH:17][CH:16]=1)[C:11]([OH:13])=[O:12])=[O:8].[F:26]C1C=CC2C=C(C(O)=O)SC=2C=1. No catalyst specified. The product is [F:26][C:22]1[CH:23]=[CH:24][C:3]2[CH:2]=[C:6]([C:7]([NH:9][C@H:10]([CH2:14][C:15]3[CH:20]=[CH:19][CH:18]=[CH:17][CH:16]=3)[C:11]([OH:13])=[O:12])=[O:8])[S:5][C:4]=2[CH:21]=1. The yield is 0.931. (7) The reactants are C1([C:7]([C:13]2[N:17]([CH2:18][CH3:19])[N:16]=[C:15]([C:20]3[CH:25]=[CH:24][C:23]([O:26][C:27]([F:30])([F:29])[F:28])=[CH:22][CH:21]=3)[CH:14]=2)(O)[CH2:8][CH:9]([CH3:11])[CH3:10])CCCCC1.[NH2:31][C:32]1[CH:37]=[CH:36][C:35]([C:38]([N:40]([CH3:48])[CH2:41][CH2:42][C:43]([O:45]CC)=[O:44])=[O:39])=[CH:34][CH:33]=1. No catalyst specified. The product is [CH2:18]([N:17]1[C:13]([CH:7]([NH:31][C:32]2[CH:33]=[CH:34][C:35]([C:38]([N:40]([CH3:48])[CH2:41][CH2:42][C:43]([OH:45])=[O:44])=[O:39])=[CH:36][CH:37]=2)[CH2:8][CH:9]([CH3:10])[CH3:11])=[CH:14][C:15]([C:20]2[CH:25]=[CH:24][C:23]([O:26][C:27]([F:28])([F:30])[F:29])=[CH:22][CH:21]=2)=[N:16]1)[CH3:19]. The yield is 0.0400. (8) The reactants are Br[C:2]1[CH:7]=[CH:6][C:5]([C@H:8]([NH:13][C@@H:14]([CH2:27][CH:28]([CH3:30])[CH3:29])[C:15]([N:17]2[CH2:21][C@H:20]([F:22])[C@H:19]3[O:23][CH2:24][C@H:25]([OH:26])[C@@H:18]23)=[O:16])[C:9]([F:12])([F:11])[F:10])=[CH:4][CH:3]=1.COB([C:35]1[CH:40]=[CH:39][CH:38]=[CH:37][CH:36]=1)O.[CH3:41]OC.C(O)C. No catalyst specified. The product is [F:22][C@H:20]1[CH2:21][N:17]([C:15](=[O:16])[C@@H:14]([NH:13][C@@H:8]([C:5]2[CH:6]=[CH:7][C:2]([C:38]3[CH:39]=[CH:40][C:35]([CH3:41])=[CH:36][CH:37]=3)=[CH:3][CH:4]=2)[C:9]([F:12])([F:11])[F:10])[CH2:27][CH:28]([CH3:30])[CH3:29])[C@@H:18]2[C@@H:25]([OH:26])[CH2:24][O:23][C@H:19]12. The yield is 0.380.